Dataset: Forward reaction prediction with 1.9M reactions from USPTO patents (1976-2016). Task: Predict the product of the given reaction. (1) Given the reactants [CH3:1][C:2]1[CH:3]=[CH:4][C:5]([O:15][CH2:16][C:17]2[CH:22]=[CH:21][C:20]([F:23])=[CH:19][CH:18]=2)=[C:6]([C:8](=O)[CH2:9][CH2:10][C:11](=O)[CH3:12])[CH:7]=1.[CH3:24][O:25][C:26](=[O:40])[C:27]1[CH:32]=[C:31]([N:33]2[CH2:37][CH2:36][CH2:35][C:34]2=[O:38])[CH:30]=[C:29]([NH2:39])[CH:28]=1.CC1C=CC(S(O)(=O)=O)=CC=1, predict the reaction product. The product is: [CH3:24][O:25][C:26](=[O:40])[C:27]1[CH:32]=[C:31]([N:33]2[CH2:37][CH2:36][CH2:35][C:34]2=[O:38])[CH:30]=[C:29]([N:39]2[C:11]([CH3:12])=[CH:10][CH:9]=[C:8]2[C:6]2[CH:7]=[C:2]([CH3:1])[CH:3]=[CH:4][C:5]=2[O:15][CH2:16][C:17]2[CH:22]=[CH:21][C:20]([F:23])=[CH:19][CH:18]=2)[CH:28]=1. (2) The product is: [F:51][C:46]1[CH:47]=[CH:48][CH:49]=[CH:50][C:45]=1[O:44][CH2:43][CH2:42][CH2:41][CH2:40][O:1][C:2]1[CH:7]=[CH:6][C:5]([CH:8]2[CH2:13][CH2:12][N:11]([C:14]([O:16][C:17]([CH3:19])([CH3:20])[CH3:18])=[O:15])[CH2:10][CH:9]2[O:21][CH2:22][C:23]2[CH:32]=[C:31]3[C:26]([CH2:27][CH2:28][C:29](=[O:38])[N:30]3[CH2:33][CH2:34][CH2:35][O:36][CH3:37])=[CH:25][CH:24]=2)=[CH:4][CH:3]=1. Given the reactants [OH:1][C:2]1[CH:7]=[CH:6][C:5]([CH:8]2[CH2:13][CH2:12][N:11]([C:14]([O:16][C:17]([CH3:20])([CH3:19])[CH3:18])=[O:15])[CH2:10][CH:9]2[O:21][CH2:22][C:23]2[CH:32]=[C:31]3[C:26]([CH2:27][CH2:28][C:29](=[O:38])[N:30]3[CH2:33][CH2:34][CH2:35][O:36][CH3:37])=[CH:25][CH:24]=2)=[CH:4][CH:3]=1.Br[CH2:40][CH2:41][CH2:42][CH2:43][O:44][C:45]1[CH:50]=[CH:49][CH:48]=[CH:47][C:46]=1[F:51], predict the reaction product. (3) Given the reactants [CH3:1][O:2][C:3]1[CH:11]=[C:10]([C:12]([NH2:14])=[NH:13])[CH:9]=[C:8]2[C:4]=1[CH:5]=[CH:6][N:7]2[CH3:15].[Cl:16][C:17]1[CH:28]=[C:27]([Cl:29])[CH:26]=[CH:25][C:18]=1[CH:19]=[C:20]([C:23]#[N:24])[C:21]#[N:22], predict the reaction product. The product is: [NH2:24][CH2:23][C:20]1[C:21]([NH2:22])=[N:13][C:12]([C:10]2[CH:9]=[C:8]3[C:4]([CH:5]=[CH:6][N:7]3[CH3:15])=[C:3]([O:2][CH3:1])[CH:11]=2)=[N:14][C:19]=1[C:18]1[CH:25]=[CH:26][C:27]([Cl:29])=[CH:28][C:17]=1[Cl:16]. (4) The product is: [S:15]1[CH:16]=[CH:17][N:18]=[C:14]1[CH:13]=[N:12][CH:7]([CH2:8][C:9]1[CH:11]=[CH:22][CH:20]=[CH:21][CH:10]=1)[C:6]([O:5][C:1]([CH3:3])([CH3:4])[CH3:2])=[O:19]. Given the reactants [C:1]([O:5][C:6](=[O:19])[CH:7]([N:12]=[CH:13][C:14]1[S:15][CH:16]=[CH:17][N:18]=1)[CH2:8][CH:9]([CH3:11])[CH3:10])([CH3:4])([CH3:3])[CH3:2].[C:20](OC(=O)[C@H](CC1C=CC=CC=1)N)(C)([CH3:22])[CH3:21], predict the reaction product. (5) Given the reactants [Cl:1][C:2]1[N:7]=[C:6](Cl)[C:5]([Cl:9])=[CH:4][N:3]=1.[F:10][C:11]([F:21])([F:20])[CH2:12][O:13][C:14]1[NH:18][N:17]=[C:16]([NH2:19])[CH:15]=1.C(N(CC)CC)C, predict the reaction product. The product is: [Cl:1][C:2]1[N:7]=[C:6]([NH:19][C:16]2[CH:15]=[C:14]([O:13][CH2:12][C:11]([F:20])([F:10])[F:21])[NH:18][N:17]=2)[C:5]([Cl:9])=[CH:4][N:3]=1. (6) Given the reactants [Br:1][C:2]1[CH:7]=[CH:6][N:5]=[C:4]2[O:8][CH:9]([CH2:12][OH:13])[CH2:10][O:11][C:3]=12.C(N(CC)CC)C.[CH3:21][S:22](Cl)(=[O:24])=[O:23], predict the reaction product. The product is: [CH3:21][S:22]([O:13][CH2:12][C@H:9]1[O:8][C:4]2=[N:5][CH:6]=[CH:7][C:2]([Br:1])=[C:3]2[O:11][CH2:10]1)(=[O:24])=[O:23]. (7) Given the reactants [C:1]([C:5]1[CH:13]=[C:12]([Br:14])[C:11]([CH3:15])=[C:7]([C:8]([OH:10])=O)[C:6]=1[OH:16])([CH3:4])([CH3:3])[CH3:2].[Cl:17][C:18]1[CH:24]=[CH:23][C:22]([C:25]([F:28])([F:27])[F:26])=[CH:21][C:19]=1[NH2:20], predict the reaction product. The product is: [Br:14][C:12]1[C:11]([CH3:15])=[C:7]([C:6]([OH:16])=[C:5]([C:1]([CH3:2])([CH3:3])[CH3:4])[CH:13]=1)[C:8]([NH:20][C:19]1[CH:21]=[C:22]([C:25]([F:26])([F:27])[F:28])[CH:23]=[CH:24][C:18]=1[Cl:17])=[O:10]. (8) Given the reactants [CH2:1]([NH:8][C:9]1[N:10]=[N:11][CH:12]=[CH:13][C:14]=1[C:15]([OH:17])=O)[C:2]1[CH:7]=[CH:6][CH:5]=[CH:4][CH:3]=1.F[B-](F)(F)F.N1(OC(N(C)C)=[N+](C)C)C2C=CC=CC=2N=N1.C(N(CC)CC)C.[Cl:47][C:48]1[CH:49]=[C:50]2[C:54](=[CH:55][CH:56]=1)[NH:53][CH2:52][CH2:51]2, predict the reaction product. The product is: [CH2:1]([NH:8][C:9]1[N:10]=[N:11][CH:12]=[CH:13][C:14]=1[C:15]([N:53]1[C:54]2[C:50](=[CH:49][C:48]([Cl:47])=[CH:56][CH:55]=2)[CH2:51][CH2:52]1)=[O:17])[C:2]1[CH:3]=[CH:4][CH:5]=[CH:6][CH:7]=1.